Dataset: CYP1A2 inhibition data for predicting drug metabolism from PubChem BioAssay. Task: Regression/Classification. Given a drug SMILES string, predict its absorption, distribution, metabolism, or excretion properties. Task type varies by dataset: regression for continuous measurements (e.g., permeability, clearance, half-life) or binary classification for categorical outcomes (e.g., BBB penetration, CYP inhibition). Dataset: cyp1a2_veith. (1) The result is 1 (inhibitor). The compound is O=c1c(-c2ccccc2)nc2cnc(N3CCNCC3)nc2n1-c1ccccc1. (2) The drug is CC(C)NS(=O)(=O)c1ccc(NC(=S)NC(=O)c2ccc(-c3ccccc3)cc2)cc1. The result is 0 (non-inhibitor). (3) The drug is O=C(c1cccc(F)c1)N1CCC2(CC1)CN(c1ncccn1)C2. The result is 0 (non-inhibitor). (4) The drug is CCn1nc(C)c(NC(=O)/C=C/c2cnn(C)c2C)c1C. The result is 0 (non-inhibitor). (5) The result is 1 (inhibitor). The drug is N#C/C(C(=O)Oc1ccccc1)=C1/Nc2ccccc2-c2ccccc21.